This data is from Reaction yield outcomes from USPTO patents with 853,638 reactions. The task is: Predict the reaction yield, written as a fraction of the theoretical maximum amount of product (1.0 means a 100% yield; for example, 0.34 means a 34% yield). (1) The reactants are [C:1]([C:3]1[CH:27]=[CH:26][C:6]([O:7][CH2:8][CH2:9][N:10]([CH2:15][CH2:16][N:17]2[CH2:24][CH:23]3[O:25][CH:19]([CH2:20][NH:21][CH2:22]3)[CH2:18]2)[S:11]([CH3:14])(=[O:13])=[O:12])=[CH:5][CH:4]=1)#[N:2].[N:28]1[CH:33]=[CH:32][CH:31]=[C:30]([CH:34]=O)[CH:29]=1.C(O[BH-](OC(=O)C)OC(=O)C)(=O)C.[Na+]. The catalyst is C(Cl)Cl. The product is [C:1]([C:3]1[CH:4]=[CH:5][C:6]([O:7][CH2:8][CH2:9][N:10]([CH2:15][CH2:16][N:17]2[CH2:24][CH:23]3[O:25][CH:19]([CH2:20][N:21]([CH2:34][C:30]4[CH:29]=[N:28][CH:33]=[CH:32][CH:31]=4)[CH2:22]3)[CH2:18]2)[S:11]([CH3:14])(=[O:13])=[O:12])=[CH:26][CH:27]=1)#[N:2]. The yield is 0.680. (2) The reactants are [Cl:1][C:2]1[CH:7]=[C:6]([Cl:8])[CH:5]=[CH:4][C:3]=1[C:9]([C:11]1[N:15]([CH2:16][CH2:17][CH2:18]O)[C:14]2[C:20]([N:24]([CH2:27][CH3:28])[CH2:25][CH3:26])=[CH:21][CH:22]=[CH:23][C:13]=2[N:12]=1)=[O:10].[Br:29]C(Br)(Br)Br.C1(P(C2C=CC=CC=2)C2C=CC=CC=2)C=CC=CC=1. The catalyst is C(#N)C.C(OCC)(=O)C. The product is [Br:29][CH2:18][CH2:17][CH2:16][N:15]1[C:14]2[C:20]([N:24]([CH2:27][CH3:28])[CH2:25][CH3:26])=[CH:21][CH:22]=[CH:23][C:13]=2[N:12]=[C:11]1[C:9]([C:3]1[CH:4]=[CH:5][C:6]([Cl:8])=[CH:7][C:2]=1[Cl:1])=[O:10]. The yield is 0.880. (3) The reactants are [CH3:1][O:2][C:3]([C@H:5]1[CH2:10][CH2:9][C@H:8]([C:11](O)=[O:12])[CH2:7][CH2:6]1)=[O:4].CO. The catalyst is O1CCCC1. The product is [CH3:1][O:2][C:3]([C@H:5]1[CH2:10][CH2:9][C@H:8]([CH2:11][OH:12])[CH2:7][CH2:6]1)=[O:4]. The yield is 0.946. (4) The reactants are [N:1]1[CH:6]=[CH:5][N:4]=[CH:3][C:2]=1[NH2:7].[C:8]([N:13]=[C:14]=[S:15])(=[O:12])[O:9][CH2:10][CH3:11]. The catalyst is O1CCOCC1. The product is [N:1]1[CH:6]=[CH:5][N:4]=[CH:3][C:2]=1[NH:7][C:14]([NH:13][C:8](=[O:12])[O:9][CH2:10][CH3:11])=[S:15]. The yield is 0.770. (5) The reactants are [Cl:1][C:2]1[CH:7]=[C:6]([N+:8]([O-:10])=[O:9])[C:5]([F:11])=[CH:4][C:3]=1[OH:12].[CH3:13][CH:14](O)[CH3:15].C1(P(C2C=CC=CC=2)C2C=CC=CN=2)C=CC=CC=1.N(C(OC(C)(C)C)=O)=NC(OC(C)(C)C)=O.Cl.C(OCC)C. The catalyst is O1CCCC1. The product is [Cl:1][C:2]1[C:3]([O:12][CH:14]([CH3:15])[CH3:13])=[CH:4][C:5]([F:11])=[C:6]([N+:8]([O-:10])=[O:9])[CH:7]=1. The yield is 0.430.